From a dataset of Reaction yield outcomes from USPTO patents with 853,638 reactions. Predict the reaction yield, written as a fraction of the theoretical maximum amount of product (1.0 means a 100% yield; for example, 0.34 means a 34% yield). (1) The catalyst is C1C=CC(P(C2C=CC=CC=2)[C-]2C=CC=C2)=CC=1.C1C=CC(P(C2C=CC=CC=2)[C-]2C=CC=C2)=CC=1.Cl[Pd]Cl.[Fe+2].C(Cl)Cl. The yield is 0.860. The product is [F:11][C:3]1[CH:4]=[CH:5][C:6]([C:8]([OH:10])=[O:9])=[N:7][C:2]=1[C:14]1[CH:15]=[C:16]([O:19][CH3:20])[CH:17]=[CH:18][C:13]=1[F:12]. The reactants are Br[C:2]1[N:7]=[C:6]([C:8]([OH:10])=[O:9])[CH:5]=[CH:4][C:3]=1[F:11].[F:12][C:13]1[CH:18]=[CH:17][C:16]([O:19][CH3:20])=[CH:15][C:14]=1B(O)O. (2) The reactants are [NH2:1][C:2]1([C:7]([OH:9])=[O:8])[CH2:6][CH2:5][CH2:4][CH2:3]1.S(Cl)([Cl:12])=O.[CH3:14]O. No catalyst specified. The product is [ClH:12].[NH2:1][C:2]1([C:7]([O:9][CH3:14])=[O:8])[CH2:6][CH2:5][CH2:4][CH2:3]1. The yield is 0.970. (3) The reactants are [C:1]1([S:7]([CH2:10][C:11]2[O:12][C:13]([CH:16]3[CH2:18][CH2:17]3)=[N:14][N:15]=2)(=[O:9])=[O:8])[CH:6]=[CH:5][CH:4]=[CH:3][CH:2]=1.[Na].[C:20]1(=[O:26])[CH2:25][CH2:24][CH2:23][CH:22]=[CH:21]1. The catalyst is CO.[NH4+].[Cl-]. The product is [C:1]1([S:7]([CH:10]([C:11]2[O:12][C:13]([CH:16]3[CH2:17][CH2:18]3)=[N:14][N:15]=2)[CH:22]2[CH2:23][CH2:24][CH2:25][C:20](=[O:26])[CH2:21]2)(=[O:9])=[O:8])[CH:2]=[CH:3][CH:4]=[CH:5][CH:6]=1. The yield is 0.440. (4) The reactants are Cl[C:2]1[N:7]=[CH:6][C:5]([C:8]([O:10]C)=[O:9])=[CH:4][N:3]=1.[CH:12]1([OH:17])[CH2:16][CH2:15][CH2:14][CH2:13]1.[OH-].[Li+]. No catalyst specified. The product is [CH:12]1([O:17][C:2]2[N:3]=[CH:4][C:5]([C:8]([OH:10])=[O:9])=[CH:6][N:7]=2)[CH2:16][CH2:15][CH2:14][CH2:13]1. The yield is 0.320.